This data is from Forward reaction prediction with 1.9M reactions from USPTO patents (1976-2016). The task is: Predict the product of the given reaction. (1) Given the reactants [S:1]([O-:5])([O-:4])(=[O:3])=[O:2].[Al+3:6].[K+:7].S([O-])([O-])(=O)=[O:9].S([O-])([O-])(=O)=[O:14].[K+].[K+].[OH-:20].[K+], predict the reaction product. The product is: [S:1]([O-:5])([O-:4])(=[O:3])=[O:2].[K+:7].[K+:7].[OH-:9].[Al+3:6].[OH-:14].[OH-:20]. (2) Given the reactants [CH2:1]([OH:23])[C@H:2]1[O:7][C@@H:6]([O:8][C@H:9]2[C@H:14]([OH:15])[C@@H:13]([OH:16])[C@H:12]([OH:17])[O:11][C@@H:10]2[CH2:18][OH:19])[C@H:5]([OH:20])[C@@H:4]([OH:21])[C@@H:3]1[OH:22].OC1O[C@H](CO)[C@@H](O[C@@H]2O[C@H](CO)[C@H](O)[C@H](O)[C@H]2O)[C@H](O)[C@H]1O, predict the reaction product. The product is: [CH2:1]([OH:23])[C@H:2]1[O:7][C@@H:6]([O:8][C@@H:9]([C@H:14]([OH:15])[C@H:13]([OH:16])[CH:12]=[O:17])[C@H:10]([OH:11])[CH2:18][OH:19])[C@H:5]([OH:20])[C@@H:4]([OH:21])[C@H:3]1[OH:22]. (3) Given the reactants [CH3:1][C:2]1[CH:3]=[C:4]([NH:17][C:18]2[N:23]=[C:22]([C:24]([F:27])([F:26])[F:25])[CH:21]=[CH:20][N:19]=2)[CH:5]=[C:6](B2OC(C)(C)C(C)(C)O2)[CH:7]=1.Br[C:29]1[CH:30]=[C:31]([NH2:35])[CH:32]=[N:33][CH:34]=1, predict the reaction product. The product is: [NH2:35][C:31]1[CH:30]=[C:29]([C:6]2[CH:5]=[C:4]([NH:17][C:18]3[N:23]=[C:22]([C:24]([F:25])([F:26])[F:27])[CH:21]=[CH:20][N:19]=3)[CH:3]=[C:2]([CH3:1])[CH:7]=2)[CH:34]=[N:33][CH:32]=1. (4) Given the reactants [Li+].C[Si]([N-][Si](C)(C)C)(C)C.[CH3:11][C:12]1[CH:17]=[CH:16][N:15]=[CH:14][N:13]=1.[CH2:18]([O:20][C:21](=O)[O:22]CC)[CH3:19], predict the reaction product. The product is: [N:15]1[CH:16]=[CH:17][C:12]([CH2:11][C:21]([O:20][CH2:18][CH3:19])=[O:22])=[N:13][CH:14]=1. (5) Given the reactants Cl.Cl.[O:3]1[C:7]2[CH:8]=[CH:9][CH:10]=[C:11]([CH:12]3[CH2:17][CH2:16][N:15]([CH2:18][CH2:19][C@H:20]4[CH2:25][CH2:24][C@H:23]([NH2:26])[CH2:22][CH2:21]4)[CH2:14][CH2:13]3)[C:6]=2[CH2:5][CH2:4]1.[N:27]1([C:33]2[CH:41]=[CH:40][C:36]([C:37](O)=[O:38])=[CH:35][CH:34]=2)[CH2:32][CH2:31][O:30][CH2:29][CH2:28]1, predict the reaction product. The product is: [O:3]1[C:7]2[CH:8]=[CH:9][CH:10]=[C:11]([CH:12]3[CH2:17][CH2:16][N:15]([CH2:18][CH2:19][C@H:20]4[CH2:21][CH2:22][C@H:23]([NH:26][C:37](=[O:38])[C:36]5[CH:35]=[CH:34][C:33]([N:27]6[CH2:32][CH2:31][O:30][CH2:29][CH2:28]6)=[CH:41][CH:40]=5)[CH2:24][CH2:25]4)[CH2:14][CH2:13]3)[C:6]=2[CH2:5][CH2:4]1.